Dataset: Forward reaction prediction with 1.9M reactions from USPTO patents (1976-2016). Task: Predict the product of the given reaction. Given the reactants Cl[CH2:2][CH2:3][O:4][C:5]1[CH:6]=[CH:7][C:8]2[N:12]=[CH:11][N:10]([C:13]3[S:14][C:15]([C:25]([NH2:27])=[O:26])=[C:16]([C:18]4[CH:23]=[CH:22][CH:21]=[C:20]([Cl:24])[CH:19]=4)[N:17]=3)[C:9]=2[CH:28]=1.C(=O)([O-])[O-].[K+].[K+].[CH3:35][N:36]1[CH2:41][CH2:40][NH:39][CH2:38][CH2:37]1, predict the reaction product. The product is: [Cl:24][C:20]1[CH:19]=[C:18]([C:16]2[N:17]=[C:13]([N:10]3[C:9]4[CH:28]=[C:5]([O:4][CH2:3][CH2:2][N:39]5[CH2:40][CH2:41][N:36]([CH3:35])[CH2:37][CH2:38]5)[CH:6]=[CH:7][C:8]=4[N:12]=[CH:11]3)[S:14][C:15]=2[C:25]([NH2:27])=[O:26])[CH:23]=[CH:22][CH:21]=1.